Dataset: Full USPTO retrosynthesis dataset with 1.9M reactions from patents (1976-2016). Task: Predict the reactants needed to synthesize the given product. Given the product [CH3:16][C:17]1([CH3:19])[O:25][C@@H:22]([CH2:23][O:1][C:2]2[CH:9]=[CH:8][C:5]([CH:6]=[O:7])=[CH:4][CH:3]=2)[CH2:21][O:18]1, predict the reactants needed to synthesize it. The reactants are: [OH:1][C:2]1[CH:9]=[CH:8][C:5]([CH:6]=[O:7])=[CH:4][CH:3]=1.C(=O)([O-])[O-].[K+].[K+].[CH2-:16][C:17]([CH3:19])=[O:18].Cl[CH2:21][C@H:22]([OH:25])[CH2:23]O.O.